This data is from Reaction yield outcomes from USPTO patents with 853,638 reactions. The task is: Predict the reaction yield, written as a fraction of the theoretical maximum amount of product (1.0 means a 100% yield; for example, 0.34 means a 34% yield). The reactants are Cl.O.O.[CH2:4]=[C:5]1[C:10](=[O:11])[CH:9]2[CH2:12][CH2:13][N:6]1[CH2:7][CH2:8]2.C([O-])([O-])=O.[K+].[K+].C(Cl)Cl. The catalyst is O. The product is [CH2:4]=[C:5]1[C:10](=[O:11])[CH:9]2[CH2:12][CH2:13][N:6]1[CH2:7][CH2:8]2. The yield is 0.880.